The task is: Predict which catalyst facilitates the given reaction.. This data is from Catalyst prediction with 721,799 reactions and 888 catalyst types from USPTO. (1) Reactant: [C:1]([O:5][C:6]([NH:8][C@H:9]([C:13]1[CH:18]=[C:17]([C:19]2[CH:28]=[CH:27][C:26]([N+:29]([O-])=O)=[CH:25][C:20]=2[C:21]([O:23][CH3:24])=[O:22])[CH:16]=[CH:15][N:14]=1)[CH2:10][CH:11]=[CH2:12])=[O:7])([CH3:4])([CH3:3])[CH3:2].[Cl-].[NH4+]. Product: [C:1]([O:5][C:6]([NH:8][C@H:9]([C:13]1[CH:18]=[C:17]([C:19]2[CH:28]=[CH:27][C:26]([NH:29][C:6]([O:5][CH3:1])=[O:7])=[CH:25][C:20]=2[C:21]([O:23][CH3:24])=[O:22])[CH:16]=[CH:15][N:14]=1)[CH2:10][CH:11]=[CH2:12])=[O:7])([CH3:4])([CH3:3])[CH3:2]. The catalyst class is: 284. (2) Reactant: [C:1]1([NH:7][C:8]2[CH:13]=[CH:12][CH:11]=[CH:10][CH:9]=2)[CH:6]=[CH:5][CH:4]=[CH:3][CH:2]=1.[H-].[Na+].Br[CH2:17][C:18]1[N:23]([CH2:24][CH2:25][C:26]2[CH:35]=[CH:34][C:29]([C:30]([O:32][CH3:33])=[O:31])=[CH:28][CH:27]=2)[C:22](=[O:36])[C:21]([Cl:37])=[CH:20][C:19]=1[Cl:38].[Cl-].[NH4+]. Product: [Cl:37][C:21]1[C:22](=[O:36])[N:23]([CH2:24][CH2:25][C:26]2[CH:35]=[CH:34][C:29]([C:30]([O:32][CH3:33])=[O:31])=[CH:28][CH:27]=2)[C:18]([CH2:17][N:7]([C:1]2[CH:2]=[CH:3][CH:4]=[CH:5][CH:6]=2)[C:8]2[CH:9]=[CH:10][CH:11]=[CH:12][CH:13]=2)=[C:19]([Cl:38])[CH:20]=1. The catalyst class is: 39. (3) Reactant: [NH2:1][C:2]1[C:3]2[C:4]3[C:5](=[N:17][N:18]([CH2:20][C:21]4[C:26]([Cl:27])=[C:25]([O:28][CH3:29])[C:24]([CH3:30])=[CH:23][N:22]=4)[N:19]=2)[CH:6]=[C:7]([CH2:12][C:13]([NH:15][CH3:16])=[O:14])[C:8]=3[CH2:9][S:10][N:11]=1.Cl. Product: [ClH:27].[NH2:1][C:2]1[C:3]2[C:4]3[C:5](=[N:17][N:18]([CH2:20][C:21]4[C:26]([Cl:27])=[C:25]([O:28][CH3:29])[C:24]([CH3:30])=[CH:23][N:22]=4)[N:19]=2)[CH:6]=[C:7]([CH2:12][C:13]([NH:15][CH3:16])=[O:14])[C:8]=3[CH2:9][S:10][N:11]=1. The catalyst class is: 8.